Dataset: Catalyst prediction with 721,799 reactions and 888 catalyst types from USPTO. Task: Predict which catalyst facilitates the given reaction. (1) Reactant: C(O[C:6]([N:8](C)[CH2:9][C:10]([NH:12][CH2:13][CH2:14][NH:15][C:16](=[O:39])[CH2:17][CH2:18][CH2:19][P+:20]([C:33]1[CH:38]=[CH:37][CH:36]=[CH:35][CH:34]=1)([C:27]1[CH:32]=[CH:31][CH:30]=[CH:29][CH:28]=1)[C:21]1[CH:26]=[CH:25][CH:24]=[CH:23][CH:22]=1)=[O:11])=O)(C)(C)C.[Cl-:41].Cl.CCOCC.N.CO. Product: [CH3:6][NH:8][CH2:9][C:10]([NH:12][CH2:13][CH2:14][NH:15][C:16](=[O:39])[CH2:17][CH2:18][CH2:19][P+:20]([C:27]1[CH:28]=[CH:29][CH:30]=[CH:31][CH:32]=1)([C:21]1[CH:22]=[CH:23][CH:24]=[CH:25][CH:26]=1)[C:33]1[CH:34]=[CH:35][CH:36]=[CH:37][CH:38]=1)=[O:11].[Cl-:41]. The catalyst class is: 2. (2) Reactant: [OH:1][CH2:2][CH:3]([CH2:5][OH:6])[OH:4].[CH:7]1[C:12]([NH:13][C:14]([NH:16][C:17]([NH:19][CH2:20][CH2:21][CH2:22][CH2:23][CH2:24][CH2:25][NH:26][C:27]([NH:29][C:30]([NH:32][C:33]2[CH:34]=[CH:35][C:36]([Cl:39])=[CH:37][CH:38]=2)=[NH:31])=[NH:28])=[NH:18])=[NH:15])=[CH:11][CH:10]=[C:9]([Cl:40])[CH:8]=1.[CH2:41]([OH:53])[C@@H:42]([OH:52])[C@@H:43]([OH:51])[C@H:44]([OH:50])[C@@H:45]([OH:49])[C:46]([OH:48])=[O:47]. Product: [OH:1][CH2:2][CH:3]([CH2:5][OH:6])[OH:4].[CH:34]1[C:33]([NH:32][C:30]([NH:29][C:27]([NH:26][CH2:25][CH2:24][CH2:23][CH2:22][CH2:21][CH2:20][NH:19][C:17]([NH:16][C:14]([NH:13][C:12]2[CH:7]=[CH:8][C:9]([Cl:40])=[CH:10][CH:11]=2)=[NH:15])=[NH:18])=[NH:28])=[NH:31])=[CH:38][CH:37]=[C:36]([Cl:39])[CH:35]=1.[CH2:41]([OH:53])[C@@H:42]([OH:52])[C@@H:43]([OH:51])[C@H:44]([OH:50])[C@@H:45]([OH:49])[C:46]([OH:48])=[O:47]. The catalyst class is: 6. (3) Reactant: [C:1]([O:5][C:6]([N:8]1[CH2:12][CH:11]([N:13]([CH2:22][C:23]2[CH:28]=[CH:27][C:26]([F:29])=[CH:25][C:24]=2[F:30])[C:14]([O:16][CH2:17][C:18]([Cl:21])([Cl:20])[Cl:19])=[O:15])[CH2:10][CH:9]1[C:31]([OH:33])=O)=[O:7])([CH3:4])([CH3:3])[CH3:2].C1C=CC2N(O)N=NC=2C=1.[C:44]([C:46]1[CH:51]=[CH:50][CH:49]=[CH:48][C:47]=1[N:52]1[CH2:57][CH2:56][NH:55][CH2:54][CH2:53]1)#[N:45].CCN(CC)CC.CCN=C=NCCCN(C)C.Cl. Product: [C:1]([O:5][C:6]([N:8]1[CH2:12][CH:11]([N:13]([CH2:22][C:23]2[CH:28]=[CH:27][C:26]([F:29])=[CH:25][C:24]=2[F:30])[C:14]([O:16][CH2:17][C:18]([Cl:20])([Cl:19])[Cl:21])=[O:15])[CH2:10][CH:9]1[C:31]([N:55]1[CH2:54][CH2:53][N:52]([C:47]2[CH:48]=[CH:49][CH:50]=[CH:51][C:46]=2[C:44]#[N:45])[CH2:57][CH2:56]1)=[O:33])=[O:7])([CH3:2])([CH3:3])[CH3:4]. The catalyst class is: 2. (4) The catalyst class is: 192. Product: [F:42][C:23]1[CH:22]=[C:21]([C@H:17]2[O:18][CH2:19][CH2:20][NH:15][CH2:16]2)[CH:26]=[CH:25][C:24]=1[NH:27][C:28]([C:30]1[N:31]([CH3:41])[N:32]=[C:33]([C:35]2[CH:36]=[CH:37][CH:38]=[CH:39][CH:40]=2)[CH:34]=1)=[O:29]. Reactant: FC(F)(F)C(O)=O.C(OC([N:15]1[CH2:20][CH2:19][O:18][C@H:17]([C:21]2[CH:26]=[CH:25][C:24]([NH:27][C:28]([C:30]3[N:31]([CH3:41])[N:32]=[C:33]([C:35]4[CH:40]=[CH:39][CH:38]=[CH:37][CH:36]=4)[CH:34]=3)=[O:29])=[C:23]([F:42])[CH:22]=2)[CH2:16]1)=O)(C)(C)C.[OH-].[Na+]. (5) Reactant: [F:1][C:2]1[CH:3]=[C:4]([C:9](=O)[CH2:10][C:11]2[CH:16]=[CH:15][CH:14]=[CH:13][CH:12]=2)[CH:5]=[C:6]([F:8])[CH:7]=1.[CH2:18]([O:20][C:21]1[CH:22]=[C:23]([CH:26]=[C:27]([N+:30]([O-:32])=[O:31])[C:28]=1[OH:29])[CH:24]=O)[CH3:19].[NH2:33][C:34]([NH2:36])=[O:35].Cl. Product: [F:1][C:2]1[CH:3]=[C:4]([C:9]2[NH:36][C:34](=[O:35])[NH:33][CH:24]([C:23]3[CH:26]=[C:27]([N+:30]([O-:32])=[O:31])[C:28]([OH:29])=[C:21]([O:20][CH2:18][CH3:19])[CH:22]=3)[C:10]=2[C:11]2[CH:16]=[CH:15][CH:14]=[CH:13][CH:12]=2)[CH:5]=[C:6]([F:8])[CH:7]=1. The catalyst class is: 8.